Dataset: Forward reaction prediction with 1.9M reactions from USPTO patents (1976-2016). Task: Predict the product of the given reaction. (1) Given the reactants [CH3:1][N:2]1[C:6](OS(C(F)(F)F)(=O)=O)=[CH:5][C:4]([C:15]([O:17][CH3:18])=[O:16])=[N:3]1.[C:19]([O:23][C:24]([CH3:27])([CH3:26])[CH3:25])(=[O:22])[CH:20]=[CH2:21].C1(C)C=CC=CC=1P(C1C=CC=CC=1C)C1C=CC=CC=1C.C(N(CC)CC)C, predict the reaction product. The product is: [C:24]([O:23][C:19](=[O:22])/[CH:20]=[CH:21]/[C:6]1[N:2]([CH3:1])[N:3]=[C:4]([C:15]([O:17][CH3:18])=[O:16])[CH:5]=1)([CH3:27])([CH3:26])[CH3:25]. (2) Given the reactants [CH3:1][O:2][C:3]([C@H:5]1[CH2:9][C@H:8]([OH:10])[C@@H:7]([NH2:11])[CH2:6]1)=[O:4].[S:12]1[CH:16]=[CH:15][CH:14]=[C:13]1[C:17](O)=[O:18].F[P-](F)(F)(F)(F)F.N1(O[P+](N(C)C)(N(C)C)N(C)C)C2C=CC=CC=2N=N1, predict the reaction product. The product is: [CH3:1][O:2][C:3]([C@@H:5]1[CH2:6][C@H:7]([NH:11][C:17]([C:13]2[S:12][CH:16]=[CH:15][CH:14]=2)=[O:18])[C@@H:8]([OH:10])[CH2:9]1)=[O:4].